This data is from Peptide-MHC class I binding affinity with 185,985 pairs from IEDB/IMGT. The task is: Regression. Given a peptide amino acid sequence and an MHC pseudo amino acid sequence, predict their binding affinity value. This is MHC class I binding data. (1) The peptide sequence is SPYSWEQDL. The MHC is Patr-A0701 with pseudo-sequence Patr-A0701. The binding affinity (normalized) is 0.104. (2) The peptide sequence is EAAITDAAVA. The MHC is HLA-A02:01 with pseudo-sequence HLA-A02:01. The binding affinity (normalized) is 0.0594.